This data is from Catalyst prediction with 721,799 reactions and 888 catalyst types from USPTO. The task is: Predict which catalyst facilitates the given reaction. (1) Reactant: [CH2:1]([O:8][C:9]([N:11]1[CH2:20][CH2:19][C:18]2[C:13](=[CH:14][CH:15]=[CH:16][CH:17]=2)[C@H:12]1[C:21]1[CH:26]=[C:25]([Cl:27])[CH:24]=[CH:23][C:22]=1[O:28][CH2:29][C:30]([OH:32])=O)=[O:10])[C:2]1[CH:7]=[CH:6][CH:5]=[CH:4][CH:3]=1.[N:33]#[C:34][NH2:35].CCN(CC)CC.CN(C(ON1N=NC2C=CC=NC1=2)=[N+](C)C)C.F[P-](F)(F)(F)(F)F. Product: [Cl:27][C:25]1[CH:24]=[CH:23][C:22]([O:28][CH2:29][C:30]([NH:35][C:34]#[N:33])=[O:32])=[C:21]([C@@H:12]2[C:13]3[C:18](=[CH:17][CH:16]=[CH:15][CH:14]=3)[CH2:19][CH2:20][N:11]2[C:9]([O:8][CH2:1][C:2]2[CH:7]=[CH:6][CH:5]=[CH:4][CH:3]=2)=[O:10])[CH:26]=1. The catalyst class is: 31. (2) Reactant: [CH2:1]([N:3]1[CH2:7][CH2:6][CH2:5][CH:4]1[CH2:8][NH:9][C:10](=[O:23])[C:11]1[CH:16]=[C:15]([S:17](=[O:20])(=[O:19])[NH2:18])[CH:14]=[CH:13][C:12]=1[O:21][CH3:22])[CH3:2].[C:24](OC(=O)C)(=[O:26])[CH3:25].C(N(CC)CC)C. Product: [C:24]([NH:18][S:17]([C:15]1[CH:14]=[CH:13][C:12]([O:21][CH3:22])=[C:11]([CH:16]=1)[C:10]([NH:9][CH2:8][CH:4]1[CH2:5][CH2:6][CH2:7][N:3]1[CH2:1][CH3:2])=[O:23])(=[O:19])=[O:20])(=[O:26])[CH3:25]. The catalyst class is: 6. (3) Reactant: [F:1][C:2]1[CH:7]=[CH:6][C:5]([C@H:8]([CH3:21])[CH2:9][N:10]2C(=O)C3C(=CC=CC=3)C2=O)=[CH:4][CH:3]=1.O.NN. Product: [F:1][C:2]1[CH:3]=[CH:4][C:5]([C@H:8]([CH3:21])[CH2:9][NH2:10])=[CH:6][CH:7]=1. The catalyst class is: 11. (4) Reactant: [N:1]1[CH:6]=[CH:5][CH:4]=[CH:3][C:2]=1[CH2:7][CH2:8][N:9]1[CH2:14][CH2:13][N:12]([C:15]([O:17][C:18]([CH3:21])([CH3:20])[CH3:19])=[O:16])[CH2:11][CH2:10]1.C([Li])CCC.[C:27]1(=[O:33])[CH2:32][CH2:31][CH2:30][CH2:29][CH2:28]1. Product: [OH:33][C:27]1([CH:7]([C:2]2[CH:3]=[CH:4][CH:5]=[CH:6][N:1]=2)[CH2:8][N:9]2[CH2:10][CH2:11][N:12]([C:15]([O:17][C:18]([CH3:21])([CH3:20])[CH3:19])=[O:16])[CH2:13][CH2:14]2)[CH2:32][CH2:31][CH2:30][CH2:29][CH2:28]1. The catalyst class is: 7. (5) Reactant: [F:1][C:2]([F:32])([F:31])[C:3]1[CH:26]=[C:25]([C:27]([F:30])([F:29])[F:28])[CH:24]=[CH:23][C:4]=1[CH2:5][N:6]1[CH2:11][CH2:10][CH:9](/[CH:12]=[C:13]2/[C:14]([NH:19][CH2:20][C:21]#[CH:22])=[N:15][C:16](=[O:18])[S:17]/2)[CH2:8][CH2:7]1.[C:33]([OH:42])(=[O:41])[C@@H:34]([C@H:36]([C:38]([OH:40])=[O:39])[OH:37])[OH:35]. Product: [C:38]([CH:36]([CH:34]([C:33]([OH:42])=[O:41])[OH:35])[OH:37])([OH:40])=[O:39].[F:32][C:2]([F:1])([F:31])[C:3]1[CH:26]=[C:25]([C:27]([F:29])([F:30])[F:28])[CH:24]=[CH:23][C:4]=1[CH2:5][N:6]1[CH2:7][CH2:8][CH:9](/[CH:12]=[C:13]2/[C:14]([NH:19][CH2:20][C:21]#[CH:22])=[N:15][C:16](=[O:18])[S:17]/2)[CH2:10][CH2:11]1. The catalyst class is: 8. (6) Reactant: Cl[CH2:2][C:3]([N:5]1[CH2:10][CH2:9][S:8][C:7]2[CH:11]=[CH:12][C:13]([N+:15]([O-:17])=[O:16])=[CH:14][C:6]1=2)=[O:4].[CH2:18]([N:20](CC)CC)[CH3:19].Cl.C(N)C. Product: [CH2:18]([NH:20][CH2:2][C:3]([N:5]1[CH2:10][CH2:9][S:8][C:7]2[CH:11]=[CH:12][C:13]([N+:15]([O-:17])=[O:16])=[CH:14][C:6]1=2)=[O:4])[CH3:19]. The catalyst class is: 38. (7) Reactant: [CH2:1]([O:3][C:4]([N:6]1[CH2:12][CH:11]([NH:13][C:14]([C:16]2[CH:25]=[C:24]3[C:19]([CH2:20][CH2:21][N:22](C(OC(C)(C)C)=O)[CH2:23]3)=[CH:18][CH:17]=2)=[O:15])[C:10]2=[N:33][C:34]([C:38]3[CH:43]=[CH:42][N:41]=[CH:40][CH:39]=3)=[CH:35][C:36](=[O:37])[N:9]2[CH2:8][CH2:7]1)=[O:5])[CH3:2].Cl. Product: [CH2:1]([O:3][C:4]([N:6]1[CH2:12][CH:11]([NH:13][C:14]([C:16]2[CH:25]=[C:24]3[C:19]([CH2:20][CH2:21][NH:22][CH2:23]3)=[CH:18][CH:17]=2)=[O:15])[C:10]2=[N:33][C:34]([C:38]3[CH:39]=[CH:40][N:41]=[CH:42][CH:43]=3)=[CH:35][C:36](=[O:37])[N:9]2[CH2:8][CH2:7]1)=[O:5])[CH3:2]. The catalyst class is: 4.